This data is from Full USPTO retrosynthesis dataset with 1.9M reactions from patents (1976-2016). The task is: Predict the reactants needed to synthesize the given product. (1) Given the product [CH:14]1([CH2:13][CH:9]([NH:8][C:6](=[O:7])[O:5][C:1]([CH3:3])([CH3:2])[CH3:4])[CH2:10][OH:11])[CH2:15][CH2:16][CH2:17][CH2:18]1, predict the reactants needed to synthesize it. The reactants are: [C:1]([O:5][C:6]([NH:8][CH:9]([CH2:13][CH:14]1[CH2:18][CH2:17][CH2:16][CH2:15]1)[C:10](O)=[O:11])=[O:7])([CH3:4])([CH3:3])[CH3:2].CN1CCOCC1.ClC(OCC(C)C)=O.[BH4-].[Na+]. (2) Given the product [OH:1][C@H:2]1[CH2:6][NH:5][C@H:4]([C:7]([O:9][CH3:14])=[O:8])[CH2:3]1, predict the reactants needed to synthesize it. The reactants are: [OH:1][C@H:2]1[CH2:6][NH:5][C@H:4]([C:7]([OH:9])=[O:8])[CH2:3]1.S(Cl)(Cl)=O.[CH3:14]O. (3) Given the product [CH2:1]([N:4]([C@H:15]1[C:23]2[C:18](=[CH:19][C:20]([O:24][CH3:25])=[CH:21][CH:22]=2)[C@H:17]([NH2:26])[CH2:16]1)[C:5](=[O:14])[O:6][CH2:7][C:8]1[CH:9]=[CH:10][CH:11]=[CH:12][CH:13]=1)[CH:2]=[CH2:3], predict the reactants needed to synthesize it. The reactants are: [CH2:1]([N:4]([C@H:15]1[C:23]2[C:18](=[CH:19][C:20]([O:24][CH3:25])=[CH:21][CH:22]=2)[C@H:17]([NH:26]C(=O)C(F)(F)F)[CH2:16]1)[C:5](=[O:14])[O:6][CH2:7][C:8]1[CH:13]=[CH:12][CH:11]=[CH:10][CH:9]=1)[CH:2]=[CH2:3].C([O-])([O-])=O.[K+].[K+]. (4) Given the product [CH3:1][O:2][C:3]1[CH:8]=[C:7]([CH3:9])[CH:6]=[CH:5][C:4]=1[C:10]1[NH:14][N:13]=[C:12]([S:15][CH2:17][C:18]2[CH:23]=[CH:22][C:21]([CH3:24])=[CH:20][N:19]=2)[N:11]=1, predict the reactants needed to synthesize it. The reactants are: [CH3:1][O:2][C:3]1[CH:8]=[C:7]([CH3:9])[CH:6]=[CH:5][C:4]=1[C:10]1[NH:11][C:12](=[S:15])[NH:13][N:14]=1.Cl[CH2:17][C:18]1[CH:23]=[CH:22][C:21]([CH3:24])=[CH:20][N:19]=1. (5) Given the product [C:1]([O:5][C:6]([NH:8][C@H:9]([C:30]([O:32][C:33]([CH3:36])([CH3:35])[CH3:34])=[O:31])[CH2:10][C@H:11]([CH2:19][C:20]1[CH:25]=[CH:24][C:23]([O:26][CH2:27][CH2:28][F:29])=[CH:22][N+:21]=1[O-:42])[C:12]([O:14][C:15]([CH3:16])([CH3:18])[CH3:17])=[O:13])=[O:7])([CH3:2])([CH3:3])[CH3:4], predict the reactants needed to synthesize it. The reactants are: [C:1]([O:5][C:6]([NH:8][C@H:9]([C:30]([O:32][C:33]([CH3:36])([CH3:35])[CH3:34])=[O:31])[CH2:10][C@H:11]([CH2:19][C:20]1[CH:25]=[CH:24][C:23]([O:26][CH2:27][CH2:28][F:29])=[CH:22][N:21]=1)[C:12]([O:14][C:15]([CH3:18])([CH3:17])[CH3:16])=[O:13])=[O:7])([CH3:4])([CH3:3])[CH3:2].ClC1C=C(C=CC=1)C(OO)=[O:42]. (6) Given the product [CH3:1][O:2][C:3]([C:5]1[CH:10]([C:11]2[CH:16]=[CH:15][C:14]([F:17])=[C:13]([F:18])[CH:12]=2)[N:9]([C:25]([O:27][C:28]2[CH:29]=[CH:30][C:31]([N+:34]([O-:36])=[O:35])=[CH:32][CH:33]=2)=[O:26])[C:8]([O:19][CH3:20])=[N:7][C:6]=1[CH2:21][O:22][CH3:23])=[O:4], predict the reactants needed to synthesize it. The reactants are: [CH3:1][O:2][C:3]([C:5]1[CH:10]([C:11]2[CH:16]=[CH:15][C:14]([F:17])=[C:13]([F:18])[CH:12]=2)[NH:9][C:8]([O:19][CH3:20])=[N:7][C:6]=1[CH2:21][O:22][CH3:23])=[O:4].Cl[C:25]([O:27][C:28]1[CH:33]=[CH:32][C:31]([N+:34]([O-:36])=[O:35])=[CH:30][CH:29]=1)=[O:26]. (7) Given the product [Cl:1][C:2]1[C:3]([C:12]2[O:13][CH:14]=[CH:15][CH:16]=2)=[N:4][C:5]([NH2:11])=[N:6][C:7]=1[O:17][CH2:18][C:19]1[CH:24]=[CH:23][CH:22]=[CH:21][N:20]=1, predict the reactants needed to synthesize it. The reactants are: [Cl:1][C:2]1[C:3]([C:12]2[O:13][CH:14]=[CH:15][CH:16]=2)=[N:4][C:5]([NH2:11])=[N:6][C:7]=1S(C)=O.[OH:17][CH2:18][C:19]1[CH:24]=[CH:23][CH:22]=[CH:21][N:20]=1.C1CCN2C(=NCCC2)CC1. (8) Given the product [Cl:1][C:2]1[CH:3]=[CH:4][C:5]([C:8]([N:11]2[C:19]3[C:14](=[C:15]([NH:20][S:21]([CH3:24])(=[O:23])=[O:22])[CH:16]=[CH:17][CH:18]=3)[CH:13]=[N:12]2)([C:25]2[O:29][N:28]=[C:27]([C:30]#[N:32])[N:26]=2)[CH2:9][CH3:10])=[CH:6][CH:7]=1, predict the reactants needed to synthesize it. The reactants are: [Cl:1][C:2]1[CH:7]=[CH:6][C:5]([C:8]([C:25]2[O:29][N:28]=[C:27]([C:30]([NH2:32])=O)[N:26]=2)([N:11]2[C:19]3[C:14](=[C:15]([NH:20][S:21]([CH3:24])(=[O:23])=[O:22])[CH:16]=[CH:17][CH:18]=3)[CH:13]=[N:12]2)[CH2:9][CH3:10])=[CH:4][CH:3]=1.O=P(Cl)(Cl)Cl.